The task is: Predict the reactants needed to synthesize the given product.. This data is from Retrosynthesis with 50K atom-mapped reactions and 10 reaction types from USPTO. (1) The reactants are: CC1(c2ccsc2)OCC(=O)Nc2ccc(-c3ccc(C#N)[nH]3)cc21.CI. Given the product Cn1c(C#N)ccc1-c1ccc2c(c1)C(C)(c1ccsc1)OCC(=O)N2, predict the reactants needed to synthesize it. (2) Given the product CCCn1c2c(c3cc(C(=O)N4CCC(C)CC4)ccc31)CN(C1CCOCC1)CC2, predict the reactants needed to synthesize it. The reactants are: CCCn1c2c(c3cc(C(=O)N4CCC(C)CC4)ccc31)CNCC2.O=C1CCOCC1. (3) Given the product COC(=O)Cn1cc(C#N)c(-c2cc(Cl)cc(Cl)c2)c1, predict the reactants needed to synthesize it. The reactants are: COC(=O)CBr.N#Cc1c[nH]cc1-c1cc(Cl)cc(Cl)c1. (4) Given the product CCn1cc(C(=O)O)c(=O)c2cc(F)c(N3CCCC3)nc21, predict the reactants needed to synthesize it. The reactants are: C1CCNC1.CCn1cc(C(=O)O)c(=O)c2cc(F)c(Cl)nc21.